From a dataset of Forward reaction prediction with 1.9M reactions from USPTO patents (1976-2016). Predict the product of the given reaction. Given the reactants Cl[C:2]1[C:11]([C:12]2[N:13](C(OC(C)(C)C)=O)[C:14]3[C:19]([CH:20]=2)=[CH:18][C:17]([OH:21])=[CH:16][CH:15]=3)=[CH:10][C:9]2[C:4](=[CH:5][CH:6]=[CH:7][CH:8]=2)[N:3]=1.Cl[CH2:30][CH2:31][N:32]([CH2:34][CH2:35][O:36][CH3:37])[CH3:33].C(=O)([O-])[O-:39].[Cs+].[Cs+], predict the reaction product. The product is: [CH3:37][O:36][CH2:35][CH2:34][N:32]([CH3:33])[CH2:31][CH2:30][O:21][C:17]1[CH:18]=[C:19]2[C:14](=[CH:15][CH:16]=1)[NH:13][C:12]([C:11]1[C:2](=[O:39])[NH:3][C:4]3[C:9]([CH:10]=1)=[CH:8][CH:7]=[CH:6][CH:5]=3)=[CH:20]2.